From a dataset of Peptide-MHC class II binding affinity with 134,281 pairs from IEDB. Regression. Given a peptide amino acid sequence and an MHC pseudo amino acid sequence, predict their binding affinity value. This is MHC class II binding data. The peptide sequence is GPLDKEAIEERVERI. The MHC is DRB3_0202 with pseudo-sequence DRB3_0202. The binding affinity (normalized) is 0.